Dataset: Reaction yield outcomes from USPTO patents with 853,638 reactions. Task: Predict the reaction yield, written as a fraction of the theoretical maximum amount of product (1.0 means a 100% yield; for example, 0.34 means a 34% yield). (1) The reactants are Br[CH2:2][CH2:3][CH2:4][NH:5][C:6](=[O:12])[O:7][C:8]([CH3:11])([CH3:10])[CH3:9].[Cl:13][C:14]1[CH:15]=[C:16]([OH:21])[CH:17]=[CH:18][C:19]=1[Cl:20].C([O-])([O-])=O.[Cs+].[Cs+]. The catalyst is CN(C=O)C.O. The product is [Cl:13][C:14]1[CH:15]=[C:16]([CH:17]=[CH:18][C:19]=1[Cl:20])[O:21][CH2:2][CH2:3][CH2:4][NH:5][C:6](=[O:12])[O:7][C:8]([CH3:11])([CH3:10])[CH3:9]. The yield is 0.560. (2) The reactants are [N+:1]([C:4]1[CH:5]=[CH:6][C:7]2[NH:12][C:11](=[O:13])[CH2:10][O:9][C:8]=2[CH:14]=1)([O-])=O. The catalyst is [Pd].CN(C)C=O. The product is [NH2:1][C:4]1[CH:5]=[CH:6][C:7]2[NH:12][C:11](=[O:13])[CH2:10][O:9][C:8]=2[CH:14]=1. The yield is 0.680. (3) The yield is 0.511. The catalyst is CC(C)=O.O1CCOCC1.[Pd]. The product is [CH:1]1([NH:5][C:6]2[N:11]=[C:10]3[CH2:12][N:13]([C:31](=[O:33])[CH3:32])[CH2:14][CH2:15][C:9]3=[N:8][C:7]=2[N:16]2[CH2:21][CH2:20][N:19]([CH2:22][C:23]3[CH:28]=[CH:27][C:26]([F:29])=[CH:25][C:24]=3[F:30])[CH2:18][CH2:17]2)[CH2:4][CH2:3][CH2:2]1. The reactants are [CH:1]1([NH:5][C:6]2[N:11]=[C:10]3[CH:12]=[N:13][CH:14]=[CH:15][C:9]3=[N:8][C:7]=2[N:16]2[CH2:21][CH2:20][N:19]([CH2:22][C:23]3[CH:28]=[CH:27][C:26]([F:29])=[CH:25][C:24]=3[F:30])[CH2:18][CH2:17]2)[CH2:4][CH2:3][CH2:2]1.[C:31](OC(=O)C)(=[O:33])[CH3:32].